From a dataset of Forward reaction prediction with 1.9M reactions from USPTO patents (1976-2016). Predict the product of the given reaction. Given the reactants [F:1][C:2]([F:20])([F:19])[C:3]1[CH:8]=[CH:7][CH:6]=[CH:5][C:4]=1[C:9]1[CH:14]=[CH:13][N:12]2[N:15]=[CH:16][C:17]([NH2:18])=[C:11]2[N:10]=1.[N:21]1[CH:26]=[CH:25][CH:24]=[CH:23][C:22]=1[C:27]([OH:29])=O.[CH3:30]CN(C(C)C)C(C)C.CN(C(ON1N=NC2C=CC=NC1=2)=[N+](C)C)C.F[P-](F)(F)(F)(F)F, predict the reaction product. The product is: [CH3:30][C:16]1[C:17]([NH:18][C:27](=[O:29])[C:22]2[CH:23]=[CH:24][CH:25]=[CH:26][N:21]=2)=[C:11]2[N:10]=[C:9]([C:4]3[CH:5]=[CH:6][CH:7]=[CH:8][C:3]=3[C:2]([F:1])([F:19])[F:20])[CH:14]=[CH:13][N:12]2[N:15]=1.